This data is from Full USPTO retrosynthesis dataset with 1.9M reactions from patents (1976-2016). The task is: Predict the reactants needed to synthesize the given product. (1) Given the product [F:1][C:2]1[CH:11]=[C:10]([C:12](=[O:14])[CH3:13])[C:9]([N:15]2[CH2:16][CH2:17][N:18]([C:27]([C:25]3[CH:24]=[N:23][N:22]([CH3:21])[CH:26]=3)=[O:28])[CH2:19][CH2:20]2)=[C:8]2[C:3]=1[CH:4]=[CH:5][CH:6]=[N:7]2, predict the reactants needed to synthesize it. The reactants are: [F:1][C:2]1[CH:11]=[C:10]([C:12](=[O:14])[CH3:13])[C:9]([N:15]2[CH2:20][CH2:19][NH:18][CH2:17][CH2:16]2)=[C:8]2[C:3]=1[CH:4]=[CH:5][CH:6]=[N:7]2.[CH3:21][N:22]1[CH:26]=[C:25]([C:27](Cl)=[O:28])[CH:24]=[N:23]1.C(N(CC)CC)C. (2) Given the product [ClH:46].[O:34]1[C:35]2[C:27]([C:2]3[N:6]4[N:7]=[C:8]([NH:11][CH2:12][CH2:13][CH2:14][C:15]([F:18])([F:17])[F:16])[CH:9]=[CH:10][C:5]4=[N:4][CH:3]=3)=[CH:28][CH:29]=[CH:30][C:31]=2[CH2:32][CH2:33]1, predict the reactants needed to synthesize it. The reactants are: Br[C:2]1[N:6]2[N:7]=[C:8]([NH:11][CH2:12][CH2:13][CH2:14][C:15]([F:18])([F:17])[F:16])[CH:9]=[CH:10][C:5]2=[N:4][CH:3]=1.CC1(C)C(C)(C)OB([C:27]2[C:35]3[O:34][CH2:33][CH2:32][C:31]=3[CH:30]=[CH:29][CH:28]=2)O1.O.[O-]P([O-])([O-])=O.[K+].[K+].[K+].[Cl:46]CCl.N#N. (3) Given the product [Cl:27][C:28]1[CH:29]=[C:30]([CH:31]=[CH:32][C:33]=1[Cl:34])[O:14][CH:11]1[CH2:12][CH2:13][N:9]([C:7]([C:6]2[CH:19]=[C:20]([S:23]([CH3:26])(=[O:25])=[O:24])[CH:21]=[CH:22][C:5]=2[O:4][CH:1]([CH3:3])[CH3:2])=[O:8])[CH2:10]1, predict the reactants needed to synthesize it. The reactants are: [CH:1]([O:4][C:5]1[CH:22]=[CH:21][C:20]([S:23]([CH3:26])(=[O:25])=[O:24])=[CH:19][C:6]=1[C:7]([N:9]1[CH2:13][CH2:12][CH:11]([O:14]S(C)(=O)=O)[CH2:10]1)=[O:8])([CH3:3])[CH3:2].[Cl:27][C:28]1[CH:29]=[C:30](O)[CH:31]=[CH:32][C:33]=1[Cl:34]. (4) The reactants are: [CH3:1][O:2][C:3]([C:5]1[CH:10]=[CH:9][C:8]([C:11]2[C:12]([CH3:43])([CH3:42])[C@H:13]3[C@:26]([CH3:29])([CH2:27][CH:28]=2)[C@@H:25]2[C@:16]([CH3:41])([C@@:17]4([CH3:40])[C@H:22]([CH2:23][CH2:24]2)[C@H:21]2[C@H:30]([C:33]5([CH3:36])[CH2:35][CH2:34]5)[CH2:31]C[C@]2(C(O)=O)[CH2:19][CH2:18]4)[CH2:15][CH2:14]3)=[CH:7][CH:6]=1)=[O:4].C([N:46]([CH2:49]C)[CH2:47][CH3:48])C.C1(P(N=[N+]=[N-])(C2C=CC=CC=2)=[O:58])C=CC=CC=1. Given the product [N:46]([C@:47]12[CH2:48][CH2:31][C@@H:30]([C:33]3([CH3:36])[CH2:34][CH2:35]3)[C@@H:21]1[C@@H:22]1[C@@:17]([CH3:40])([CH2:18][CH2:19]2)[C@@:16]2([CH3:41])[C@@H:25]([C@:26]3([CH3:29])[C@@H:13]([CH2:14][CH2:15]2)[C:12]([CH3:42])([CH3:43])[C:11]([C:8]2[CH:7]=[CH:6][C:5]([C:3]([O:2][CH3:1])=[O:4])=[CH:10][CH:9]=2)=[CH:28][CH2:27]3)[CH2:24][CH2:23]1)=[C:49]=[O:58], predict the reactants needed to synthesize it. (5) The reactants are: [C:1]([NH:8][C@@H:9]([C:11]([OH:13])=O)[CH3:10])([O:3][C:4]([CH3:7])([CH3:6])[CH3:5])=[O:2].[NH2:14][CH2:15][CH:16]([OH:18])[CH3:17]. Given the product [C:4]([O:3][C:1]([NH:8][C@@H:9]([C:11]([NH:14][CH2:15][CH:16]([OH:18])[CH3:17])=[O:13])[CH3:10])=[O:2])([CH3:5])([CH3:6])[CH3:7], predict the reactants needed to synthesize it. (6) Given the product [CH:1]1([CH2:4][N:5]([CH2:18][CH2:19][CH2:20][O:21][C:26]2[CH:27]=[CH:28][C:23]([F:22])=[CH:24][CH:25]=2)[C:6]2[CH:13]=[CH:12][C:9]([C:10]#[N:11])=[C:8]([C:14]([F:16])([F:17])[F:15])[CH:7]=2)[CH2:2][CH2:3]1, predict the reactants needed to synthesize it. The reactants are: [CH:1]1([CH2:4][N:5]([CH2:18][CH2:19][CH2:20][OH:21])[C:6]2[CH:13]=[CH:12][C:9]([C:10]#[N:11])=[C:8]([C:14]([F:17])([F:16])[F:15])[CH:7]=2)[CH2:3][CH2:2]1.[F:22][C:23]1[CH:28]=[CH:27][C:26](O)=[CH:25][CH:24]=1. (7) Given the product [C:13]([C@@H:9]1[CH2:10][CH2:11][CH2:12][N:8]1[C:6]([O:5][C:1]([CH3:4])([CH3:3])[CH3:2])=[O:7])(=[O:15])[NH2:22], predict the reactants needed to synthesize it. The reactants are: [C:1]([O:5][C:6]([N:8]1[CH2:12][CH2:11][CH2:10][CH:9]1[C:13]([OH:15])=O)=[O:7])([CH3:4])([CH3:3])[CH3:2].C1C=CC2N(O)N=[N:22]C=2C=1.C(Cl)CCl.[OH-].[NH4+].